From a dataset of NCI-60 drug combinations with 297,098 pairs across 59 cell lines. Regression. Given two drug SMILES strings and cell line genomic features, predict the synergy score measuring deviation from expected non-interaction effect. Drug 1: CC1C(C(CC(O1)OC2CC(CC3=C2C(=C4C(=C3O)C(=O)C5=C(C4=O)C(=CC=C5)OC)O)(C(=O)C)O)N)O.Cl. Drug 2: CCN(CC)CCNC(=O)C1=C(NC(=C1C)C=C2C3=C(C=CC(=C3)F)NC2=O)C. Cell line: DU-145. Synergy scores: CSS=17.1, Synergy_ZIP=-0.557, Synergy_Bliss=5.49, Synergy_Loewe=-9.38, Synergy_HSA=3.63.